From a dataset of Full USPTO retrosynthesis dataset with 1.9M reactions from patents (1976-2016). Predict the reactants needed to synthesize the given product. (1) The reactants are: [O:1]=[CH:2][C@@H:3]([C@@H:5]([C@@H:7]([CH2:9][OH:10])[OH:8])[OH:6])[OH:4].[CH3:11]O. Given the product [CH3:11][C:2]([C@@H:3]([C@@H:5]([C@@H:7]([CH2:9][OH:10])[OH:8])[OH:6])[OH:4])=[O:1], predict the reactants needed to synthesize it. (2) Given the product [ClH:33].[NH2:9][CH2:10][CH2:11][CH2:12][O:13][C:14]1[C:15]([C:24]([NH:26][C:27]2[CH:28]=[CH:29][C:30]([Cl:33])=[CH:31][CH:32]=2)=[O:25])=[CH:16][C:17]2[C:22]([CH:23]=1)=[CH:21][CH:20]=[CH:19][CH:18]=2, predict the reactants needed to synthesize it. The reactants are: Cl.O(C([NH:9][CH2:10][CH2:11][CH2:12][O:13][C:14]1[C:15]([C:24]([NH:26][C:27]2[CH:32]=[CH:31][C:30]([Cl:33])=[CH:29][CH:28]=2)=[O:25])=[CH:16][C:17]2[C:22]([CH:23]=1)=[CH:21][CH:20]=[CH:19][CH:18]=2)=O)C(C)(C)C. (3) Given the product [C:10]1([S:16]([N:19]2[C:23]3=[N:24][CH:25]=[C:26]([F:28])[CH:27]=[C:22]3[CH:21]=[C:20]2[C:29]([C:31]2[CH:32]=[CH:33][C:34]([S:37][CH3:38])=[CH:35][CH:36]=2)([OH:30])[CH2:5][CH:6]2[CH2:9][CH2:8][CH2:7]2)(=[O:17])=[O:18])[CH:11]=[CH:12][CH:13]=[CH:14][CH:15]=1, predict the reactants needed to synthesize it. The reactants are: [Mg].II.Br[CH2:5][CH:6]1[CH2:9][CH2:8][CH2:7]1.[C:10]1([S:16]([N:19]2[C:23]3=[N:24][CH:25]=[C:26]([F:28])[CH:27]=[C:22]3[CH:21]=[C:20]2[C:29]([C:31]2[CH:36]=[CH:35][C:34]([S:37][CH3:38])=[CH:33][CH:32]=2)=[O:30])(=[O:18])=[O:17])[CH:15]=[CH:14][CH:13]=[CH:12][CH:11]=1. (4) Given the product [C:48]([C@@H:15]([C:16]1[CH:21]=[CH:20][CH:19]=[CH:18][CH:17]=1)[N:12]([C@H:9]1[C:10]2[C:6](=[CH:5][CH:4]=[C:3]([C:2]([F:13])([F:14])[F:1])[CH:11]=2)[CH2:7][CH2:8]1)[C:28](=[O:30])[C:27]1[CH:31]=[CH:32][CH:33]=[CH:34][C:26]=1[N+:23]([O-:25])=[O:24])(=[O:50])[NH2:47], predict the reactants needed to synthesize it. The reactants are: [F:1][C:2]([F:14])([F:13])[C:3]1[CH:11]=[C:10]2[C:6]([CH2:7][CH2:8][C@H:9]2[NH2:12])=[CH:5][CH:4]=1.[CH:15](=O)[C:16]1[CH:21]=[CH:20][CH:19]=[CH:18][CH:17]=1.[N+:23]([C:26]1[CH:34]=[CH:33][CH:32]=[CH:31][C:27]=1[C:28]([OH:30])=O)([O-:25])=[O:24].C1(C2CCC([N+:47]#[C-:48])=CC2)C=CC=CC=1.C[OH:50]. (5) Given the product [S:2]([OH:5])(=[O:4])(=[O:3])[CH3:1].[F:6][C:7]1[CH:8]=[C:9]2[C:14](=[CH:15][C:16]=1[N:17]1[CH2:22][CH2:21][NH:20][CH2:19][CH2:18]1)[N:13]1[C@@H:23]([CH3:25])[S:24][C:12]1=[C:11]([C:26]([OH:28])=[O:27])[C:10]2=[O:29], predict the reactants needed to synthesize it. The reactants are: [CH3:1][S:2]([OH:5])(=[O:4])=[O:3].[F:6][C:7]1[CH:8]=[C:9]2[C:14](=[CH:15][C:16]=1[N:17]1[CH2:22][CH2:21][NH:20][CH2:19][CH2:18]1)[N:13]1[C@@H:23]([CH3:25])[S:24][C:12]1=[C:11]([C:26]([OH:28])=[O:27])[C:10]2=[O:29]. (6) The reactants are: [N:1]1([C:7]2[N:15]=[C:14]3[C:10]([N:11]=[CH:12][N:13]3[CH:16]3[CH2:20][CH2:19][NH:18][CH2:17]3)=[C:9]([C:21]3[CH:22]=[N:23][C:24]([NH2:27])=[N:25][CH:26]=3)[N:8]=2)[CH2:6][CH2:5][O:4][CH2:3][CH2:2]1.[CH3:28][C:29]1[S:33][C:32]([C:34](O)=[O:35])=[CH:31][CH:30]=1.C(Cl)CCl.C1C=CC2N(O)N=NC=2C=1.C(N(C(C)C)CC)(C)C.C([O-])(O)=O.[Na+]. Given the product [NH2:27][C:24]1[N:23]=[CH:22][C:21]([C:9]2[N:8]=[C:7]([N:1]3[CH2:2][CH2:3][O:4][CH2:5][CH2:6]3)[N:15]=[C:14]3[C:10]=2[N:11]=[CH:12][N:13]3[CH:16]2[CH2:20][CH2:19][N:18]([C:34]([C:32]3[S:33][C:29]([CH3:28])=[CH:30][CH:31]=3)=[O:35])[CH2:17]2)=[CH:26][N:25]=1, predict the reactants needed to synthesize it.